From a dataset of hERG Central: cardiac toxicity at 1µM, 10µM, and general inhibition. Predict hERG channel inhibition at various concentrations. (1) Results: hERG_inhib (hERG inhibition (general)): blocker. The molecule is O=C(NCCc1ccc(Cl)cc1)/C(=C/c1cccnc1)NC(=O)c1ccccc1. (2) The molecule is O=C(NCCCn1ccnc1)c1nn2c(C(F)(F)F)cc(-c3ccc(Br)cc3)nc2c1Cl. Results: hERG_inhib (hERG inhibition (general)): blocker. (3) The molecule is Cc1ccc(C(=O)N[C@@H](C)CN2C3=NC[C@H](Cc4ccccc4)N3C[C@H]2Cc2ccc(O)cc2)cc1Br. Results: hERG_inhib (hERG inhibition (general)): blocker.